Regression. Given two drug SMILES strings and cell line genomic features, predict the synergy score measuring deviation from expected non-interaction effect. From a dataset of NCI-60 drug combinations with 297,098 pairs across 59 cell lines. (1) Drug 1: CCN(CC)CCNC(=O)C1=C(NC(=C1C)C=C2C3=C(C=CC(=C3)F)NC2=O)C. Drug 2: CN(C(=O)NC(C=O)C(C(C(CO)O)O)O)N=O. Cell line: ACHN. Synergy scores: CSS=-3.50, Synergy_ZIP=0.827, Synergy_Bliss=1.04, Synergy_Loewe=-6.68, Synergy_HSA=-4.08. (2) Drug 1: CNC(=O)C1=CC=CC=C1SC2=CC3=C(C=C2)C(=NN3)C=CC4=CC=CC=N4. Drug 2: CC(CN1CC(=O)NC(=O)C1)N2CC(=O)NC(=O)C2. Cell line: CCRF-CEM. Synergy scores: CSS=67.6, Synergy_ZIP=-0.209, Synergy_Bliss=2.47, Synergy_Loewe=3.30, Synergy_HSA=3.90.